This data is from Peptide-MHC class II binding affinity with 134,281 pairs from IEDB. The task is: Regression. Given a peptide amino acid sequence and an MHC pseudo amino acid sequence, predict their binding affinity value. This is MHC class II binding data. The binding affinity (normalized) is 0. The MHC is DRB1_0101 with pseudo-sequence DRB1_0101. The peptide sequence is IQDLEKYVEDTKIDL.